Dataset: Forward reaction prediction with 1.9M reactions from USPTO patents (1976-2016). Task: Predict the product of the given reaction. (1) The product is: [CH2:1]([O:8][C:9]1[C:10]([NH:16][C:25]2[S:26][C:18]3[C:23]([N:24]=2)=[CH:22][CH:21]=[CH:20][N:19]=3)=[N:11][CH:12]=[C:13]([Br:15])[CH:14]=1)[C:2]1[CH:3]=[CH:4][CH:5]=[CH:6][CH:7]=1. Given the reactants [CH2:1]([O:8][C:9]1[C:10]([NH2:16])=[N:11][CH:12]=[C:13]([Br:15])[CH:14]=1)[C:2]1[CH:7]=[CH:6][CH:5]=[CH:4][CH:3]=1.Cl[C:18]1[C:23]([N:24]=[C:25]=[S:26])=[CH:22][CH:21]=[CH:20][N:19]=1, predict the reaction product. (2) Given the reactants [Br:1][C:2]1[N:3]=[CH:4][C:5]2[N:6]([CH:8]=[CH:9][N:10]=2)[CH:7]=1.C1C(=O)N([Br:18])C(=O)C1, predict the reaction product. The product is: [Br:18][C:8]1[N:6]2[CH:7]=[C:2]([Br:1])[N:3]=[CH:4][C:5]2=[N:10][CH:9]=1.